Dataset: Full USPTO retrosynthesis dataset with 1.9M reactions from patents (1976-2016). Task: Predict the reactants needed to synthesize the given product. (1) Given the product [CH3:1][O:2][C:3]1[CH:4]=[C:5]([CH:8]=[CH:9][C:10]=1[O:11][S:12]([C:15]1[CH:21]=[CH:20][C:18]([CH3:19])=[CH:17][CH:16]=1)(=[O:13])=[O:14])[CH2:6][OH:7], predict the reactants needed to synthesize it. The reactants are: [CH3:1][O:2][C:3]1[CH:4]=[C:5]([CH:8]=[CH:9][C:10]=1[O:11][S:12]([C:15]1[CH:21]=[CH:20][C:18]([CH3:19])=[CH:17][CH:16]=1)(=[O:14])=[O:13])[CH:6]=[O:7].ClCCl.[BH4-].[Na+]. (2) Given the product [CH3:43][N:41]1[C:40](=[O:44])[CH:39]=[CH:38][C:37]([C:16]2[CH:15]=[CH:14][C:13]([C@@H:11]([N:7]3[CH2:8][CH2:9][CH2:10][C@:4]([CH2:3][C:2]([CH3:1])=[CH2:35])([C:29]4[CH:34]=[CH:33][CH:32]=[CH:31][CH:30]=4)[NH:5][C:6]3=[O:28])[CH3:12])=[CH:18][CH:17]=2)=[CH:42]1, predict the reactants needed to synthesize it. The reactants are: [CH3:1][C:2](=[CH2:35])[CH2:3][C@:4]1([C:29]2[CH:34]=[CH:33][CH:32]=[CH:31][CH:30]=2)[CH2:10][CH2:9][CH2:8][N:7]([C@H:11]([C:13]2[CH:18]=[CH:17][C:16](B3OC(C)(C)C(C)(C)O3)=[CH:15][CH:14]=2)[CH3:12])[C:6](=[O:28])[NH:5]1.Br[C:37]1[CH:38]=[CH:39][C:40](=[O:44])[N:41]([CH3:43])[CH:42]=1.C([O-])([O-])=O.[Na+].[Na+].